Task: Predict which catalyst facilitates the given reaction.. Dataset: Catalyst prediction with 721,799 reactions and 888 catalyst types from USPTO (1) Reactant: C(OC([N:8]1[CH2:11][CH:10]([C:12]2[NH:16][C:15]3[CH:17]=[CH:18][C:19]([CH3:21])=[CH:20][C:14]=3[N:13]=2)[CH2:9]1)=O)(C)(C)C.Cl. Product: [NH:8]1[CH2:11][CH:10]([C:12]2[NH:16][C:15]3[CH:17]=[CH:18][C:19]([CH3:21])=[CH:20][C:14]=3[N:13]=2)[CH2:9]1. The catalyst class is: 5. (2) Reactant: C[O-].[Na+].Cl.[Br:5][C:6]1[N:11]=[C:10]([C:12]([NH2:14])=[NH:13])[CH:9]=[CH:8][C:7]=1[CH3:15].CN([CH:19]=[C:20]1[C:25](=O)[CH2:24][CH2:23][O:22][CH2:21]1)C. Product: [Br:5][C:6]1[N:11]=[C:10]([C:12]2[N:14]=[CH:19][C:20]3[CH2:21][O:22][CH2:23][CH2:24][C:25]=3[N:13]=2)[CH:9]=[CH:8][C:7]=1[CH3:15]. The catalyst class is: 5. (3) Reactant: [CH3:1][O:2][C:3](=[O:16])[C@@H:4]([NH:8][C:9]([O:11][C:12]([CH3:15])([CH3:14])[CH3:13])=[O:10])[C@@H:5]([NH2:7])[CH3:6].F[C:18]1[CH:23]=[CH:22][CH:21]=[CH:20][C:19]=1[N+:24]([O-:26])=[O:25].C(=O)([O-])O.[Na+]. Product: [CH3:1][O:2][C:3](=[O:16])[C@@H:4]([NH:8][C:9]([O:11][C:12]([CH3:15])([CH3:14])[CH3:13])=[O:10])[C@@H:5]([NH:7][C:18]1[CH:23]=[CH:22][CH:21]=[CH:20][C:19]=1[N+:24]([O-:26])=[O:25])[CH3:6]. The catalyst class is: 9. (4) Reactant: [NH2:1][C:2]1[CH:7]=[CH:6][C:5]([CH2:8][C@H:9]([N:12]([CH2:32][C:33]2[CH:38]=[CH:37][CH:36]=[CH:35][CH:34]=2)[CH2:13][C@H:14]([OH:31])[CH2:15][O:16][C:17]2[CH:22]=[CH:21][C:20]([O:23][CH2:24][C:25]3[CH:30]=[CH:29][CH:28]=[CH:27][CH:26]=3)=[CH:19][CH:18]=2)[CH2:10][OH:11])=[CH:4][CH:3]=1.[NH:39]1[CH:43]=[CH:42][CH:41]=[C:40]1[C:44](O)=[O:45].O.ON1C2C=CC=CC=2N=N1.Cl.CN(C)CCCN=C=NCC. Product: [CH2:32]([N:12]([C@H:9]([CH2:10][OH:11])[CH2:8][C:5]1[CH:6]=[CH:7][C:2]([NH:1][C:44]([C:40]2[NH:39][CH:43]=[CH:42][CH:41]=2)=[O:45])=[CH:3][CH:4]=1)[CH2:13][C@H:14]([OH:31])[CH2:15][O:16][C:17]1[CH:22]=[CH:21][C:20]([O:23][CH2:24][C:25]2[CH:26]=[CH:27][CH:28]=[CH:29][CH:30]=2)=[CH:19][CH:18]=1)[C:33]1[CH:34]=[CH:35][CH:36]=[CH:37][CH:38]=1. The catalyst class is: 662. (5) Reactant: [C:1]([O:9][CH2:10][CH3:11])(=[O:8])[CH2:2][C:3]([O:5][CH2:6][CH3:7])=[O:4].[H-].[Na+].[Br:14][C:15]1[CH:16]=[C:17]([CH:20]=[CH:21][CH:22]=1)[CH2:18]Br.[Cl-].[NH4+]. The catalyst class is: 16. Product: [Br:14][C:15]1[CH:16]=[C:17]([CH:20]=[CH:21][CH:22]=1)[CH2:18][C:2]([CH2:18][C:17]1[CH:20]=[CH:21][CH:22]=[C:15]([Br:14])[CH:16]=1)([C:3]([O:5][CH2:6][CH3:7])=[O:4])[C:1]([O:9][CH2:10][CH3:11])=[O:8]. (6) Reactant: C(N1[CH:12]=[CH:11]N=C1)(N1C=CN=C1)=O.C([CH:15]([CH2:19][C:20]([OH:22])=O)[C:16]([OH:18])=[O:17])C.[Cl-].[Mg+2].[Cl-].[CH2:26]([O:28][C:29](=[O:34])[CH2:30]C([O-])=O)[CH3:27].[K+]. Product: [O:22]=[C:20]([CH2:19][CH2:15][C:16]([O:18][CH2:11][CH3:12])=[O:17])[CH2:30][C:29]([O:28][CH2:26][CH3:27])=[O:34]. The catalyst class is: 1.